This data is from Full USPTO retrosynthesis dataset with 1.9M reactions from patents (1976-2016). The task is: Predict the reactants needed to synthesize the given product. (1) Given the product [CH3:1][O:2][C:3]([C:5]1[N:6]([C:27]2[CH:32]=[CH:31][CH:30]=[C:29]([C:33]([O:35][CH3:36])=[O:34])[CH:28]=2)[C:7]2[C:12]([C:13]=1[CH2:14][CH2:15][S:39][C:37](=[O:40])[CH3:38])=[CH:11][CH:10]=[CH:9][CH:8]=2)=[O:4], predict the reactants needed to synthesize it. The reactants are: [CH3:1][O:2][C:3]([C:5]1[N:6]([C:27]2[CH:32]=[CH:31][CH:30]=[C:29]([C:33]([O:35][CH3:36])=[O:34])[CH:28]=2)[C:7]2[C:12]([C:13]=1[CH2:14][CH2:15]OS(C1C=CC(C)=CC=1)(=O)=O)=[CH:11][CH:10]=[CH:9][CH:8]=2)=[O:4].[C:37]([O-:40])(=[S:39])[CH3:38].[K+]. (2) The reactants are: [C:1]([C:5]1[CH:9]=[C:8]([NH:10][C:11]([NH:13][C:14]2[C:23]3[C:18](=[CH:19][CH:20]=[CH:21][CH:22]=3)[C:17]([O:24][C:25]3[CH:30]=[CH:29][N:28]=[C:27](Cl)[N:26]=3)=[CH:16][CH:15]=2)=[O:12])[N:7]([C:32]2[CH:37]=[CH:36][C:35]([CH3:38])=[CH:34][CH:33]=2)[N:6]=1)([CH3:4])([CH3:3])[CH3:2].[CH3:39][O:40][CH2:41][CH2:42][O:43][CH2:44][CH2:45][O:46][CH2:47][CH2:48][O:49][CH2:50][CH2:51][O:52][CH2:53][CH2:54][O:55][CH2:56][CH2:57][O:58][CH2:59][CH2:60][O:61][C:62]1[CH:63]=[C:64]([CH:66]=[C:67]([O:69][CH3:70])[CH:68]=1)[NH2:65].CN(C=O)C.C(=O)(O)[O-].[Na+]. Given the product [CH3:39][O:40][CH2:41][CH2:42][O:43][CH2:44][CH2:45][O:46][CH2:47][CH2:48][O:49][CH2:50][CH2:51][O:52][CH2:53][CH2:54][O:55][CH2:56][CH2:57][O:58][CH2:59][CH2:60][O:61][C:62]1[CH:63]=[C:64]([NH:65][C:27]2[N:26]=[C:25]([O:24][C:17]3[C:18]4[C:23](=[CH:22][CH:21]=[CH:20][CH:19]=4)[C:14]([NH:13][C:11]([NH:10][C:8]4[N:7]([C:32]5[CH:37]=[CH:36][C:35]([CH3:38])=[CH:34][CH:33]=5)[N:6]=[C:5]([C:1]([CH3:4])([CH3:3])[CH3:2])[CH:9]=4)=[O:12])=[CH:15][CH:16]=3)[CH:30]=[CH:29][N:28]=2)[CH:66]=[C:67]([O:69][CH3:70])[CH:68]=1, predict the reactants needed to synthesize it. (3) Given the product [CH2:9]([CH:16]1[NH:20][C:19](=[O:21])[CH:18]([CH2:2][CH2:1][CH3:3])[CH2:17]1)[C:10]1[CH:15]=[CH:14][CH:13]=[CH:12][CH:11]=1, predict the reactants needed to synthesize it. The reactants are: [CH:1](NC(C)C)([CH3:3])[CH3:2].[Li].[CH2:9]([CH:16]1[NH:20][C:19](=[O:21])[CH2:18][CH2:17]1)[C:10]1[CH:15]=[CH:14][CH:13]=[CH:12][CH:11]=1.C(Br)CC.C(O)(=O)C. (4) Given the product [F:20][C:2]([F:1])([F:19])[C:3]1[CH:4]=[C:5]([C:9]2[O:13][N:12]=[C:11]([CH2:14][OH:15])[CH:10]=2)[CH:6]=[CH:7][CH:8]=1, predict the reactants needed to synthesize it. The reactants are: [F:1][C:2]([F:20])([F:19])[C:3]1[CH:4]=[C:5]([C:9]2[O:13][N:12]=[C:11]([C:14](OCC)=[O:15])[CH:10]=2)[CH:6]=[CH:7][CH:8]=1.[BH4-].[Na+]. (5) Given the product [O:21]1[C:17]2[CH:16]=[CH:15][C:14]([C:11]3([C:9]([NH:8][C:6]4[N:7]=[C:2]([C:31]5[CH:30]=[CH:29][N:28]=[C:27]([O:26][CH3:25])[CH:32]=5)[C:3]([CH3:24])=[C:4]([CH3:23])[CH:5]=4)=[O:10])[CH2:13][CH2:12]3)=[CH:22][C:18]=2[CH2:19][CH2:20]1, predict the reactants needed to synthesize it. The reactants are: Cl[C:2]1[N:7]=[C:6]([NH:8][C:9]([C:11]2([C:14]3[CH:15]=[CH:16][C:17]4[O:21][CH2:20][CH2:19][C:18]=4[CH:22]=3)[CH2:13][CH2:12]2)=[O:10])[CH:5]=[C:4]([CH3:23])[C:3]=1[CH3:24].[CH3:25][O:26][C:27]1[CH:32]=[C:31](B(O)O)[CH:30]=[CH:29][N:28]=1.C([O-])([O-])=O.[Na+].[Na+].